Dataset: Full USPTO retrosynthesis dataset with 1.9M reactions from patents (1976-2016). Task: Predict the reactants needed to synthesize the given product. The reactants are: [F:1][C:2]1[C:3]([CH3:18])=[C:4]([CH:8]=[CH:9][C:10]=1[C:11]([F:17])([F:16])[C:12]([F:15])([F:14])[F:13])[C:5]([OH:7])=[O:6].[CH3:19]O.S(=O)(=O)(O)O. Given the product [F:1][C:2]1[C:3]([CH3:18])=[C:4]([CH:8]=[CH:9][C:10]=1[C:11]([F:16])([F:17])[C:12]([F:13])([F:14])[F:15])[C:5]([O:7][CH3:19])=[O:6], predict the reactants needed to synthesize it.